From a dataset of Forward reaction prediction with 1.9M reactions from USPTO patents (1976-2016). Predict the product of the given reaction. (1) Given the reactants C([N:4]1[CH2:9][CH2:8][N:7]([CH2:10][C:11]2[CH:16]=[CH:15][C:14]([CH2:17][NH:18][C:19](=[O:21])[CH3:20])=[CH:13][CH:12]=2)[CH2:6][CH2:5]1)(=O)C.[OH-].[Na+].O, predict the reaction product. The product is: [N:7]1([CH2:10][C:11]2[CH:12]=[CH:13][C:14]([CH2:17][NH:18][C:19](=[O:21])[CH3:20])=[CH:15][CH:16]=2)[CH2:8][CH2:9][NH:4][CH2:5][CH2:6]1. (2) Given the reactants [CH3:1][NH:2][C@H:3]([C:7]([NH:9][C@H:10]([C:14]([N:16]([C@@H:18]([C@@H:54]([CH3:57])[CH2:55][CH3:56])[C@H:19]([O:52][CH3:53])[CH2:20][C:21]([N:23]1[CH2:27][CH2:26][CH2:25][C@H:24]1[C@H:28]([O:50][CH3:51])[C@@H:29]([CH3:49])[C:30]([NH:32][C@@H:33]([CH2:42][C:43]1[CH:48]=[CH:47][CH:46]=[CH:45][CH:44]=1)[C:34]([N:36]1[CH2:41][CH2:40][CH2:39][CH2:38][O:37]1)=[O:35])=[O:31])=[O:22])[CH3:17])=[O:15])[CH:11]([CH3:13])[CH3:12])=[O:8])[C@@H:4]([CH3:6])[OH:5].C=O.[C:60]([BH3-])#N.[Na+].Cl.C(=O)(O)[O-].[Na+], predict the reaction product. The product is: [CH3:1][N:2]([CH3:60])[C@H:3]([C:7]([NH:9][C@H:10]([C:14]([N:16]([C@@H:18]([C@@H:54]([CH3:57])[CH2:55][CH3:56])[C@H:19]([O:52][CH3:53])[CH2:20][C:21]([N:23]1[CH2:27][CH2:26][CH2:25][C@H:24]1[C@H:28]([O:50][CH3:51])[C@@H:29]([CH3:49])[C:30]([NH:32][C@@H:33]([CH2:42][C:43]1[CH:48]=[CH:47][CH:46]=[CH:45][CH:44]=1)[C:34]([N:36]1[CH2:41][CH2:40][CH2:39][CH2:38][O:37]1)=[O:35])=[O:31])=[O:22])[CH3:17])=[O:15])[CH:11]([CH3:13])[CH3:12])=[O:8])[C@@H:4]([CH3:6])[OH:5]. (3) Given the reactants [Cl:1][C:2]1[CH:3]=[C:4]([CH2:8][C:9]([NH:11][C@H:12]([C:14]([OH:16])=[O:15])[CH3:13])=[O:10])[CH:5]=[CH:6][CH:7]=1.[CH3:17][C:18](=[CH2:21])[CH2:19]O, predict the reaction product. The product is: [CH3:19][C:18](=[CH2:17])[CH2:21][O:15][C:14](=[O:16])[C@H:12]([CH3:13])[NH:11][C:9](=[O:10])[CH2:8][C:4]1[CH:5]=[CH:6][CH:7]=[C:2]([Cl:1])[CH:3]=1. (4) Given the reactants Cl[C:2]1[N:7]=[C:6]([N:8]2[CH2:13][CH2:12][CH:11]([OH:14])[CH2:10][CH2:9]2)[CH:5]=[C:4]([C:15]2[CH:20]=[CH:19][CH:18]=[CH:17][CH:16]=2)[N:3]=1.[NH2:21][C:22]1[CH:27]=[CH:26][C:25]([S:28]([NH:31][CH3:32])(=[O:30])=[O:29])=[CH:24][CH:23]=1, predict the reaction product. The product is: [OH:14][CH:11]1[CH2:12][CH2:13][N:8]([C:6]2[CH:5]=[C:4]([C:15]3[CH:20]=[CH:19][CH:18]=[CH:17][CH:16]=3)[N:3]=[C:2]([NH:21][C:22]3[CH:27]=[CH:26][C:25]([S:28]([NH:31][CH3:32])(=[O:30])=[O:29])=[CH:24][CH:23]=3)[N:7]=2)[CH2:9][CH2:10]1. (5) The product is: [C:1]([O:5][C:6]([N:8]1[CH2:12][CH2:11][CH2:10][CH:9]1[CH:13]=[N:22][OH:23])=[O:7])([CH3:4])([CH3:3])[CH3:2]. Given the reactants [C:1]([O:5][C:6]([N:8]1[CH2:12][CH2:11][CH2:10][CH:9]1[CH:13]=O)=[O:7])([CH3:4])([CH3:3])[CH3:2].C(=O)([O-])[O-].[Na+].[Na+].Cl.[NH2:22][OH:23], predict the reaction product.